Task: Regression. Given a peptide amino acid sequence and an MHC pseudo amino acid sequence, predict their binding affinity value. This is MHC class I binding data.. Dataset: Peptide-MHC class I binding affinity with 185,985 pairs from IEDB/IMGT The peptide sequence is FPRYPLNVL. The MHC is HLA-B27:05 with pseudo-sequence HLA-B27:05. The binding affinity (normalized) is 0.0847.